The task is: Predict the reaction yield, written as a fraction of the theoretical maximum amount of product (1.0 means a 100% yield; for example, 0.34 means a 34% yield).. This data is from Reaction yield outcomes from USPTO patents with 853,638 reactions. (1) The reactants are C[O:2][C:3](=[O:24])[C:4]1[CH:9]=[C:8]([C:10]2[S:11][CH:12]=[C:13]([C:15]3[CH:20]=[CH:19][C:18]([Cl:21])=[C:17]([Cl:22])[CH:16]=3)[N:14]=2)[CH:7]=[CH:6][C:5]=1Br.[Cl:25][C:26]1[C:31]([Cl:32])=[CH:30][CH:29]=[CH:28][C:27]=1B(O)O. No catalyst specified. The yield is 0.190. The product is [Cl:25][C:26]1[C:31]([Cl:32])=[CH:30][CH:29]=[CH:28][C:27]=1[C:5]1[C:4]([C:3]([OH:2])=[O:24])=[CH:9][C:8]([C:10]2[S:11][CH:12]=[C:13]([C:15]3[CH:20]=[CH:19][C:18]([Cl:21])=[C:17]([Cl:22])[CH:16]=3)[N:14]=2)=[CH:7][CH:6]=1. (2) The reactants are [OH:1][C:2]1[C:12]2[CH2:11][CH2:10][CH2:9][CH2:8][CH2:7][C:6]=2[CH:5]=[CH:4][CH:3]=1. The catalyst is C1CCCCCC=1. The product is [O:1]=[C:2]1[C:12]2[CH2:11][CH2:10][CH2:9][CH2:8][CH2:7][C:6]=2[CH2:5][CH2:4][CH2:3]1. The yield is 0.495. (3) The product is [NH2:8][C:4]1[N:5]=[CH:6][N:7]=[C:2]([NH:14][C@@H:15]([C:18]2[N:27]([CH:28]3[CH2:29][CH2:30]3)[C:26](=[O:31])[C:25]3[C:20](=[CH:21][CH:22]=[CH:23][C:24]=3[Cl:32])[N:19]=2)[CH2:16][CH3:17])[C:3]=1[C:9]1[CH:13]=[CH:12][O:11][N:10]=1. The reactants are Cl[C:2]1[N:7]=[CH:6][N:5]=[C:4]([NH2:8])[C:3]=1[C:9]1[CH:13]=[CH:12][O:11][N:10]=1.[NH2:14][C@@H:15]([C:18]1[N:27]([CH:28]2[CH2:30][CH2:29]2)[C:26](=[O:31])[C:25]2[C:20](=[CH:21][CH:22]=[CH:23][C:24]=2[Cl:32])[N:19]=1)[CH2:16][CH3:17].C(N(CC)C(C)C)(C)C. The yield is 0.540. No catalyst specified. (4) The reactants are [CH2:1]([O:3][C:4](=[O:24])[CH2:5][O:6][C:7]1[CH:12]=[CH:11][C:10]([O:13]CC2C=CC=CC=2)=[CH:9][C:8]=1[CH2:21][CH2:22][CH3:23])[CH3:2].[H][H]. The catalyst is C1COCC1.[Pd]. The product is [CH2:1]([O:3][C:4](=[O:24])[CH2:5][O:6][C:7]1[CH:12]=[CH:11][C:10]([OH:13])=[CH:9][C:8]=1[CH2:21][CH2:22][CH3:23])[CH3:2]. The yield is 0.570. (5) The reactants are [OH:1][CH2:2][CH:3]1[CH2:7][CH2:6][N:5]([C:8]([O:10][CH2:11][C:12]2[CH:17]=[CH:16][CH:15]=[CH:14][CH:13]=2)=[O:9])[CH2:4]1.C(N(CC)CC)C.[S:25](Cl)([C:28]1[CH:34]=[CH:33][C:31]([CH3:32])=[CH:30][CH:29]=1)(=[O:27])=[O:26].C(OCC)(=O)C.CCCCCC. The catalyst is ClCCl.O. The product is [S:25]([O:1][CH2:2][CH:3]1[CH2:7][CH2:6][N:5]([C:8]([O:10][CH2:11][C:12]2[CH:13]=[CH:14][CH:15]=[CH:16][CH:17]=2)=[O:9])[CH2:4]1)([C:28]1[CH:34]=[CH:33][C:31]([CH3:32])=[CH:30][CH:29]=1)(=[O:27])=[O:26]. The yield is 0.680. (6) The reactants are C(OC([N:8]1[CH2:13][CH2:12][CH:11]([C:14]#[C:15][C:16]2[CH:17]=[C:18]3[C:23](=[CH:24][CH:25]=2)[N:22]=[CH:21][N:20]=[C:19]3Cl)[CH2:10][CH2:9]1)=O)(C)(C)C.[CH3:27][C:28]1[CH:29]=[C:30]([NH2:41])[CH:31]=[CH:32][C:33]=1[O:34][C:35]1[CH:36]=[N:37][CH:38]=[CH:39][CH:40]=1.ClC(Cl)C. The catalyst is C(O)(C)(C)C. The product is [CH3:27][C:28]1[CH:29]=[C:30]([NH:41][C:19]2[C:18]3[C:23](=[CH:24][CH:25]=[C:16]([C:15]#[C:14][CH:11]4[CH2:10][CH2:9][NH:8][CH2:13][CH2:12]4)[CH:17]=3)[N:22]=[CH:21][N:20]=2)[CH:31]=[CH:32][C:33]=1[O:34][C:35]1[CH:36]=[N:37][CH:38]=[CH:39][CH:40]=1. The yield is 0.950. (7) The reactants are [Br:1][C:2]1[CH:7]=[CH:6][CH:5]=[CH:4][C:3]=1[CH2:8][C:9]([O:11][CH3:12])=[O:10].[Li+].C[Si]([N-][Si](C)(C)C)(C)C.N1([C:28](=[O:30])[CH3:29])C=CN=C1.CN(C=O)C. The catalyst is C1COCC1. The product is [Br:1][C:2]1[CH:7]=[CH:6][CH:5]=[CH:4][C:3]=1[CH:8]([C:28](=[O:30])[CH3:29])[C:9]([O:11][CH3:12])=[O:10]. The yield is 0.930. (8) The catalyst is C1COCC1. The product is [CH2:1]([O:3][C:4]([CH:6]1[CH2:11][CH2:10][CH:9]([CH3:12])[CH2:8][CH:7]1[N:28]=[N+:29]=[N-:30])=[O:5])[CH3:2]. The reactants are [CH2:1]([O:3][C:4]([CH:6]1[CH2:11][CH2:10][CH:9]([CH3:12])[CH2:8][CH:7]1O)=[O:5])[CH3:2].C1(P([N:28]=[N+:29]=[N-:30])(C2C=CC=CC=2)=O)C=CC=CC=1.C1(P(C2C=CC=CC=2)C2C=CC=CC=2)C=CC=CC=1.N(C(OCC)=O)=NC(OCC)=O. The yield is 0.650. (9) The reactants are [NH2:1][C:2]1[C:7]([C:8]2[O:12][N:11]=[C:10]([CH2:13][C:14]3[CH:19]=[CH:18][C:17]([OH:20])=[CH:16][CH:15]=3)[CH:9]=2)=[CH:6][CH:5]=[CH:4][N:3]=1.[OH-].[Na+].[N:23]1[CH:28]=[CH:27][CH:26]=[CH:25][C:24]=1[CH2:29]Cl. The catalyst is CO. The product is [N:23]1[CH:28]=[CH:27][CH:26]=[CH:25][C:24]=1[CH2:29][O:20][C:17]1[CH:18]=[CH:19][C:14]([CH2:13][C:10]2[CH:9]=[C:8]([C:7]3[C:2]([NH2:1])=[N:3][CH:4]=[CH:5][CH:6]=3)[O:12][N:11]=2)=[CH:15][CH:16]=1. The yield is 0.390. (10) The yield is 0.760. The product is [C:17]([O:16][C:14]([N:12]1[CH2:13][CH:9]([OH:8])[CH2:10][CH:11]1[CH2:21][O:22][C:23]1[CH:33]=[CH:32][C:26]([C:27]([O:29][CH2:30][CH3:31])=[O:28])=[CH:25][C:24]=1[O:34][CH3:35])=[O:15])([CH3:20])([CH3:18])[CH3:19]. The catalyst is CCO.[Pd]. The reactants are C([O:8][CH:9]1[CH2:13][N:12]([C:14]([O:16][C:17]([CH3:20])([CH3:19])[CH3:18])=[O:15])[CH:11]([CH2:21][O:22][C:23]2[CH:33]=[CH:32][C:26]([C:27]([O:29][CH2:30][CH3:31])=[O:28])=[CH:25][C:24]=2[O:34][CH3:35])[CH2:10]1)C1C=CC=CC=1.